From a dataset of NCI-60 drug combinations with 297,098 pairs across 59 cell lines. Regression. Given two drug SMILES strings and cell line genomic features, predict the synergy score measuring deviation from expected non-interaction effect. Drug 1: CS(=O)(=O)C1=CC(=C(C=C1)C(=O)NC2=CC(=C(C=C2)Cl)C3=CC=CC=N3)Cl. Drug 2: CCCCCOC(=O)NC1=NC(=O)N(C=C1F)C2C(C(C(O2)C)O)O. Cell line: SW-620. Synergy scores: CSS=-2.75, Synergy_ZIP=2.36, Synergy_Bliss=-1.43, Synergy_Loewe=-4.82, Synergy_HSA=-5.21.